Dataset: Full USPTO retrosynthesis dataset with 1.9M reactions from patents (1976-2016). Task: Predict the reactants needed to synthesize the given product. (1) Given the product [F:91][C:85]1[C:86]([F:90])=[CH:87][CH:88]=[CH:89][C:84]=1[CH2:83][S:82][C:54]1[N:53]=[C:52]([NH:10][S:7]([C:4]2[CH:5]=[CH:6][N:1]=[CH:2][CH:3]=2)(=[O:9])=[O:8])[CH:57]=[C:56]([O:58][C@H:59]([CH3:81])[CH2:60][O:61][C:62]([C:63]2[CH:64]=[CH:65][CH:66]=[CH:67][CH:68]=2)([C:75]2[CH:76]=[CH:77][CH:78]=[CH:79][CH:80]=2)[C:69]2[CH:74]=[CH:73][CH:72]=[CH:71][CH:70]=2)[N:55]=1, predict the reactants needed to synthesize it. The reactants are: [N:1]1[CH:6]=[CH:5][C:4]([S:7]([NH2:10])(=[O:9])=[O:8])=[CH:3][CH:2]=1.C1(P(C2CCCCC2)C2C=CC=CC=2C2C(C(C)C)=CC(C(C)C)=CC=2C(C)C)CCCCC1.C(=O)([O-])[O-].[Cs+].[Cs+].Cl[C:52]1[CH:57]=[C:56]([O:58][C@H:59]([CH3:81])[CH2:60][O:61][C:62]([C:75]2[CH:80]=[CH:79][CH:78]=[CH:77][CH:76]=2)([C:69]2[CH:74]=[CH:73][CH:72]=[CH:71][CH:70]=2)[C:63]2[CH:68]=[CH:67][CH:66]=[CH:65][CH:64]=2)[N:55]=[C:54]([S:82][CH2:83][C:84]2[CH:89]=[CH:88][CH:87]=[C:86]([F:90])[C:85]=2[F:91])[N:53]=1. (2) Given the product [Cl:1][C:2]1[N:7]=[N:6][C:5]([O:8][CH2:9][CH:10]2[CH2:15][CH2:14][N:13]([CH2:16][C:17]([CH2:20][CH3:21])([F:29])[CH2:18][CH3:19])[CH2:12][CH2:11]2)=[CH:4][CH:3]=1, predict the reactants needed to synthesize it. The reactants are: [Cl:1][C:2]1[N:7]=[N:6][C:5]([O:8][CH2:9][CH:10]2[CH2:15][CH2:14][N:13]([CH2:16][C:17](O)([CH2:20][CH3:21])[CH2:18][CH3:19])[CH2:12][CH2:11]2)=[CH:4][CH:3]=1.CCN(S(F)(F)[F:29])CC.O. (3) Given the product [CH3:1][O:2][C:3](=[O:15])[CH:4]([C:5]1[CH:10]=[CH:9][C:8]([Cl:11])=[C:7]([Cl:12])[CH:6]=1)[O:25][CH:22]1[CH2:23][CH2:24][O:19][CH2:20][CH2:21]1, predict the reactants needed to synthesize it. The reactants are: [CH3:1][O:2][C:3](=[O:15])[C:4](=[N+]=[N-])[C:5]1[CH:10]=[CH:9][C:8]([Cl:11])=[C:7]([Cl:12])[CH:6]=1.ClCCl.[O:19]1[CH2:24][CH2:23][CH:22]([OH:25])[CH2:21][CH2:20]1. (4) Given the product [N:1]1[N:5]2[CH2:6][CH2:7][CH2:8][CH2:9][C:4]2=[CH:3][C:2]=1[C:10]([OH:12])=[O:11], predict the reactants needed to synthesize it. The reactants are: [N:1]1[N:5]2[CH:6]=[CH:7][CH:8]=[CH:9][C:4]2=[CH:3][C:2]=1[C:10]([OH:12])=[O:11]. (5) The reactants are: [CH2:1]([S:3](=[N:28][C:29]#[N:30])[C:4]1[C:5]([C:14]2[N:26]([CH3:27])[C:17]3=[N:18][CH:19]=[C:20]([C:22]([F:25])([F:24])[F:23])[CH:21]=[C:16]3[N:15]=2)=[N:6][CH:7]=[C:8]([C:10]([F:13])([F:12])[F:11])[CH:9]=1)[CH3:2].ClCCl.I([O-])(=O)(=O)=[O:35].[Na+]. Given the product [CH2:1]([S:3](=[N:28][C:29]#[N:30])([C:4]1[C:5]([C:14]2[N:26]([CH3:27])[C:17]3=[N:18][CH:19]=[C:20]([C:22]([F:25])([F:23])[F:24])[CH:21]=[C:16]3[N:15]=2)=[N:6][CH:7]=[C:8]([C:10]([F:11])([F:13])[F:12])[CH:9]=1)=[O:35])[CH3:2], predict the reactants needed to synthesize it. (6) Given the product [CH3:1][C:2]1[N:3]([S:12]([C:15]2[CH:20]=[CH:19][CH:18]=[CH:17][CH:16]=2)(=[O:13])=[O:14])[CH:4]=[CH:5][C:6]=1[CH2:7][OH:8], predict the reactants needed to synthesize it. The reactants are: [CH3:1][C:2]1[N:3]([S:12]([C:15]2[CH:20]=[CH:19][CH:18]=[CH:17][CH:16]=2)(=[O:14])=[O:13])[CH:4]=[CH:5][C:6]=1[C:7](OCC)=[O:8].C1(C)C=CC=CC=1.[H-].C([Al+]CC(C)C)C(C)C. (7) Given the product [CH2:1]([O:3][C:4]1[CH:5]=[CH:6][C:7]([C:8]([C:9]2[N:13]([CH2:14][CH2:15][CH:16]([CH3:17])[CH3:18])[C:12]3[CH:19]=[CH:20][C:21]([C:23]([N:25]([CH2:28][CH3:29])[CH2:26][CH3:27])=[O:24])=[CH:22][C:11]=3[N:10]=2)=[O:32])=[CH:30][CH:31]=1)[CH3:2], predict the reactants needed to synthesize it. The reactants are: [CH2:1]([O:3][C:4]1[CH:31]=[CH:30][C:7]([CH2:8][C:9]2[N:13]([CH2:14][CH2:15][CH:16]([CH3:18])[CH3:17])[C:12]3[CH:19]=[CH:20][C:21]([C:23]([N:25]([CH2:28][CH3:29])[CH2:26][CH3:27])=[O:24])=[CH:22][C:11]=3[N:10]=2)=[CH:6][CH:5]=1)[CH3:2].[O:32]1CCOCC1. (8) Given the product [NH2:8][CH2:9][CH2:10][NH:11][C@H:12]1[CH2:17][CH2:16][C@H:15]([CH2:18][C:19]([NH:21][C@H:22]2[CH2:27][C:26]3[CH:28]=[CH:29][CH:30]=[C:31]([C:32]([OH:34])=[O:33])[C:25]=3[O:24][B:23]2[OH:35])=[O:20])[CH2:14][CH2:13]1, predict the reactants needed to synthesize it. The reactants are: C(OC([NH:8][CH2:9][CH2:10][NH:11][C@H:12]1[CH2:17][CH2:16][C@H:15]([CH2:18][C:19]([NH:21][C@H:22]2[CH2:27][C:26]3[CH:28]=[CH:29][CH:30]=[C:31]([C:32]([OH:34])=[O:33])[C:25]=3[O:24][B:23]2[OH:35])=[O:20])[CH2:14][CH2:13]1)=O)(C)(C)C.Cl. (9) Given the product [CH2:3]([C:5]1[C:27]([F:28])=[CH:26][C:8]([O:9][C:10]2[CH:24]=[CH:23][C:13]([C:14]([N:16]3[CH2:21][CH2:20][N:19]([CH2:32][C:33]([NH2:35])=[O:34])[C:18](=[O:22])[CH2:17]3)=[O:15])=[CH:12][C:11]=2[F:25])=[C:7]([O:29][CH3:30])[CH:6]=1)[CH3:4], predict the reactants needed to synthesize it. The reactants are: [H-].[Na+].[CH2:3]([C:5]1[C:27]([F:28])=[CH:26][C:8]([O:9][C:10]2[CH:24]=[CH:23][C:13]([C:14]([N:16]3[CH2:21][CH2:20][NH:19][C:18](=[O:22])[CH2:17]3)=[O:15])=[CH:12][C:11]=2[F:25])=[C:7]([O:29][CH3:30])[CH:6]=1)[CH3:4].Br[CH2:32][C:33]([NH2:35])=[O:34].C(OCC)(=O)C.